This data is from Forward reaction prediction with 1.9M reactions from USPTO patents (1976-2016). The task is: Predict the product of the given reaction. (1) Given the reactants [NH:1]1[C:9]2[C:4](=[CH:5][C:6]([C:10]3[S:14][C:13]([NH:15][CH3:16])=[N:12][N:11]=3)=[CH:7][CH:8]=2)[CH:3]=[CH:2]1.[OH-].[K+].[I:19]I.S(=O)(O)[O-].[Na+], predict the reaction product. The product is: [I:19][C:3]1[C:4]2[C:9](=[CH:8][CH:7]=[C:6]([C:10]3[S:14][C:13]([NH:15][CH3:16])=[N:12][N:11]=3)[CH:5]=2)[NH:1][CH:2]=1. (2) Given the reactants [Br:1][C:2]1[CH:10]=[CH:9][C:5]([C:6]([OH:8])=O)=[CH:4][N:3]=1.C(N(CC)C(C)C)(C)C.[NH2:20][CH2:21][C:22]([CH3:25])([OH:24])[CH3:23].C(=O)([O-])O.[Na+], predict the reaction product. The product is: [Br:1][C:2]1[CH:10]=[CH:9][C:5]([C:6]([NH:20][CH2:21][C:22]([OH:24])([CH3:25])[CH3:23])=[O:8])=[CH:4][N:3]=1. (3) The product is: [NH2:24][C:21]1[CH:20]=[CH:19][C:18]([N:12]2[C:13]([CH2:14][N:15]([CH3:17])[CH3:16])=[C:9]3[C:10]([N:5]([CH2:4][C:3]4[C:2]([F:1])=[CH:40][CH:39]=[CH:38][C:37]=4[F:41])[C:6](=[O:36])[N:7]([C:28]4[N:29]=[N:30][C:31]([O:34][CH3:35])=[CH:32][CH:33]=4)[C:8]3=[O:27])=[N:11]2)=[CH:23][CH:22]=1. Given the reactants [F:1][C:2]1[CH:40]=[CH:39][CH:38]=[C:37]([F:41])[C:3]=1[CH2:4][N:5]1[C:10]2=[N:11][N:12]([C:18]3[CH:23]=[CH:22][C:21]([N+:24]([O-])=O)=[CH:20][CH:19]=3)[C:13]([CH2:14][N:15]([CH3:17])[CH3:16])=[C:9]2[C:8](=[O:27])[N:7]([C:28]2[N:29]=[N:30][C:31]([O:34][CH3:35])=[CH:32][CH:33]=2)[C:6]1=[O:36], predict the reaction product. (4) Given the reactants N(OCCC(C)C)=O.N[C:10]1[N:11]=[CH:12][N:13]([CH3:20])[C:14]=1[C:15]([O:17][CH2:18][CH3:19])=[O:16].C(I)[I:22], predict the reaction product. The product is: [I:22][C:10]1[N:11]=[CH:12][N:13]([CH3:20])[C:14]=1[C:15]([O:17][CH2:18][CH3:19])=[O:16]. (5) The product is: [NH2:23][C@H:18]1[C@@H:19]([F:22])[CH2:20][O:21][C@H:15]([C:14]2[N:13]([CH3:31])[N:12]=[CH:11][C:10]=2[NH:9][C:7]([C:5]2[N:6]=[C:2]([C:37]3[C:33]([CH3:32])=[N:34][O:35][C:36]=3[CH3:41])[S:3][CH:4]=2)=[O:8])[CH2:16][CH2:17]1. Given the reactants Br[C:2]1[S:3][CH:4]=[C:5]([C:7]([NH:9][C:10]2[CH:11]=[N:12][N:13]([CH3:31])[C:14]=2[C@H:15]2[O:21][CH2:20][C@H:19]([F:22])[C@H:18]([NH:23]C(=O)OC(C)(C)C)[CH2:17][CH2:16]2)=[O:8])[N:6]=1.[CH3:32][C:33]1[C:37](B(O)O)=[C:36]([CH3:41])[O:35][N:34]=1, predict the reaction product. (6) Given the reactants [C:1]1([Mg]Cl)[CH:6]=[CH:5]C=[CH:3][CH:2]=1.[CH3:9][N:10]([CH3:29])[C:11]1([C:27]#N)[CH2:16][CH2:15][C:14]([CH2:23][N:24]([CH3:26])[CH3:25])([C:17]2[CH:22]=[CH:21][CH:20]=[CH:19][CH:18]=2)[CH2:13][CH2:12]1.[NH4+].[Cl-].[OH-].[Na+], predict the reaction product. The product is: [CH3:25][N:24]([CH2:23][C:14]1([C:17]2[CH:18]=[CH:19][CH:20]=[CH:21][CH:22]=2)[CH2:13][CH2:12][C:11]([N:10]([CH3:9])[CH3:29])([C:27]2[CH:5]=[CH:6][CH:1]=[CH:2][CH:3]=2)[CH2:16][CH2:15]1)[CH3:26].